This data is from Peptide-MHC class I binding affinity with 185,985 pairs from IEDB/IMGT. The task is: Regression. Given a peptide amino acid sequence and an MHC pseudo amino acid sequence, predict their binding affinity value. This is MHC class I binding data. The peptide sequence is EMRELRRQV. The MHC is HLA-A02:03 with pseudo-sequence HLA-A02:03. The binding affinity (normalized) is 0.260.